This data is from Reaction yield outcomes from USPTO patents with 853,638 reactions. The task is: Predict the reaction yield, written as a fraction of the theoretical maximum amount of product (1.0 means a 100% yield; for example, 0.34 means a 34% yield). (1) The reactants are [CH2:1]([O:8][C:9]([NH:11][C@@H:12]([CH3:26])[C:13]([NH:15][N:16]1[CH:20]=[CH:19][C:18]([Br:21])=[C:17]1[C:22]([O:24]C)=O)=[O:14])=[O:10])[C:2]1[CH:7]=[CH:6][CH:5]=[CH:4][CH:3]=1.[N:27]1[CH:32]=[C:31]([NH2:33])[CH:30]=[N:29][CH:28]=1. No catalyst specified. The product is [Br:21][C:18]1[CH:19]=[CH:20][N:16]([NH:15][C:13](=[O:14])[C@@H:12]([NH:11][C:9](=[O:10])[O:8][CH2:1][C:2]2[CH:3]=[CH:4][CH:5]=[CH:6][CH:7]=2)[CH3:26])[C:17]=1[C:22](=[O:24])[NH:33][C:31]1[CH:32]=[N:27][CH:28]=[N:29][CH:30]=1. The yield is 0.620. (2) The reactants are C[O:2][C:3](=[O:32])[C:4]1[CH:9]=[CH:8][C:7]([NH:10][C:11]2[N:12]=[CH:13][C:14]3[CH:19]=[C:18]([C:20](=[O:24])[N:21]([CH3:23])[CH3:22])[N:17]([CH:25]4[CH2:31][CH2:30][CH2:29][CH2:28][CH2:27][CH2:26]4)[C:15]=3[N:16]=2)=[N:6][CH:5]=1.[Li+].[OH-].Cl. The catalyst is C1COCC1.O. The product is [CH:25]1([N:17]2[C:15]3[N:16]=[C:11]([NH:10][C:7]4[CH:8]=[CH:9][C:4]([C:3]([OH:32])=[O:2])=[CH:5][N:6]=4)[N:12]=[CH:13][C:14]=3[CH:19]=[C:18]2[C:20](=[O:24])[N:21]([CH3:22])[CH3:23])[CH2:26][CH2:27][CH2:28][CH2:29][CH2:30][CH2:31]1. The yield is 0.370. (3) The product is [CH3:35][NH:36][C:32]([C:30]1[S:31][C:24]2[C:23]([N:20]3[CH2:21][CH2:22][CH:17]([CH2:16][CH2:15][NH:14][C:8](=[O:13])[C:9]([CH3:12])([CH3:10])[CH3:11])[CH2:18][CH2:19]3)=[N:28][CH:27]=[N:26][C:25]=2[CH:29]=1)=[O:33]. The yield is 0.340. The catalyst is CN(C=O)C.C([O-])(O)=O.[Na+]. The reactants are FC(F)(F)C(O)=O.[C:8]([NH:14][CH2:15][CH2:16][CH:17]1[CH2:22][CH2:21][N:20]([C:23]2[C:24]3[S:31][C:30]([C:32](O)=[O:33])=[CH:29][C:25]=3[N:26]=[CH:27][N:28]=2)[CH2:19][CH2:18]1)(=[O:13])[C:9]([CH3:12])([CH3:11])[CH3:10].[CH3:35][N:36](C(ON1N=NC2C=CC=NC1=2)=[N+](C)C)C.F[P-](F)(F)(F)(F)F.CCN(C(C)C)C(C)C.Cl.CN. (4) The reactants are CO[CH:3]([O:14]C)[C:4]1[CH:9]=[CH:8][C:7](I)=[C:6]([N+:11]([O-])=O)[CH:5]=1.[C:16]1([NH:22][C:23](=O)[CH3:24])[CH:21]=[CH:20][CH:19]=[CH:18][CH:17]=1. No catalyst specified. The product is [CH3:24][C:23]1[N:22]([C:16]2[CH:21]=[CH:20][CH:19]=[CH:18][CH:17]=2)[C:7]2[CH:8]=[CH:9][C:4]([CH:3]=[O:14])=[CH:5][C:6]=2[N:11]=1. The yield is 0.250. (5) The reactants are [NH2:1][C:2]1[C:3]([C:7]2[N:8]([CH2:27][CH3:28])[C:9]3[CH:14]=[C:13]([CH2:15][C:16]4[CH:17]=[C:18]([CH:23]=[CH:24][CH:25]=4)[C:19]([O:21]C)=[O:20])[N:12]=[CH:11][C:10]=3[N:26]=2)=[N:4][O:5][N:6]=1.[Li+].[OH-]. The catalyst is CO.O. The product is [NH2:1][C:2]1[C:3]([C:7]2[N:8]([CH2:27][CH3:28])[C:9]3[CH:14]=[C:13]([CH2:15][C:16]4[CH:17]=[C:18]([CH:23]=[CH:24][CH:25]=4)[C:19]([OH:21])=[O:20])[N:12]=[CH:11][C:10]=3[N:26]=2)=[N:4][O:5][N:6]=1. The yield is 0.820.